From a dataset of Full USPTO retrosynthesis dataset with 1.9M reactions from patents (1976-2016). Predict the reactants needed to synthesize the given product. (1) Given the product [CH:44]([N:39]1[C:40]2[C:41](=[O:43])[CH2:42][C:32]3([CH2:33][CH2:34][N:29]([C:27]([C:22]4[CH:23]=[N:24][C:25]5[C:20]([CH:21]=4)=[CH:19][C:18]([O:47][CH3:48])=[C:17]([C:1]#[N:2])[CH:26]=5)=[O:28])[CH2:30][CH2:31]3)[CH2:35][C:36]=2[CH:37]=[N:38]1)([CH3:46])[CH3:45], predict the reactants needed to synthesize it. The reactants are: [C:1](C1C2C(=CC(C(O)=O)=CC=2)NN=1)(=O)[NH2:2].Br[C:17]1[CH:26]=[C:25]2[C:20]([CH:21]=[C:22]([C:27]([N:29]3[CH2:34][CH2:33][C:32]4([CH2:42][C:41](=[O:43])[C:40]5[N:39]([CH:44]([CH3:46])[CH3:45])[N:38]=[CH:37][C:36]=5[CH2:35]4)[CH2:31][CH2:30]3)=[O:28])[CH:23]=[N:24]2)=[CH:19][C:18]=1[O:47][CH3:48]. (2) Given the product [Cl:12][C:10]1[C:9]2[C:4](=[CH:5][C:6]([O:13][CH3:14])=[CH:7][CH:8]=2)[N:3]=[C:2]([N:15]2[CH2:19][CH2:18][CH2:17][CH2:16]2)[CH:11]=1, predict the reactants needed to synthesize it. The reactants are: Cl[C:2]1[CH:11]=[C:10]([Cl:12])[C:9]2[C:4](=[CH:5][C:6]([O:13][CH3:14])=[CH:7][CH:8]=2)[N:3]=1.[NH:15]1[CH2:19][CH2:18][CH2:17][CH2:16]1.CCN(C(C)C)C(C)C.